Predict which catalyst facilitates the given reaction. From a dataset of Catalyst prediction with 721,799 reactions and 888 catalyst types from USPTO. (1) Reactant: C(=O)([O-])[O-].[Na+].[Na+].[NH:7]1[CH2:12][CH2:11][CH:10]([C:13]([OH:15])=[O:14])[CH2:9][CH2:8]1.Cl[C:17]([O:19][CH2:20][C:21]1[CH:26]=[CH:25][CH:24]=[CH:23][CH:22]=1)=[O:18].Cl. Product: [CH2:20]([O:19][C:17]([N:7]1[CH2:12][CH2:11][CH:10]([C:13]([OH:15])=[O:14])[CH2:9][CH2:8]1)=[O:18])[C:21]1[CH:26]=[CH:25][CH:24]=[CH:23][CH:22]=1. The catalyst class is: 6. (2) Reactant: [F:1][C:2]1[CH:3]=[C:4]([C:9]2[CH:18]=[N:17][C:16]3[C:15]([C:19]([O:21]C)=[O:20])=[C:14]([O:23]C)[C:13]([C:25]4[CH:30]=[CH:29][C:28]([F:31])=[C:27]([F:32])[CH:26]=4)=[CH:12][C:11]=3[N:10]=2)[CH:5]=[CH:6][C:7]=1[F:8].B(Br)(Br)Br. Product: [F:1][C:2]1[CH:3]=[C:4]([C:9]2[CH:18]=[N:17][C:16]3[C:15]([C:19]([OH:21])=[O:20])=[C:14]([OH:23])[C:13]([C:25]4[CH:30]=[CH:29][C:28]([F:31])=[C:27]([F:32])[CH:26]=4)=[CH:12][C:11]=3[N:10]=2)[CH:5]=[CH:6][C:7]=1[F:8]. The catalyst class is: 4.